From a dataset of TCR-epitope binding with 47,182 pairs between 192 epitopes and 23,139 TCRs. Binary Classification. Given a T-cell receptor sequence (or CDR3 region) and an epitope sequence, predict whether binding occurs between them. (1) Result: 1 (the TCR binds to the epitope). The TCR CDR3 sequence is CASSAGFPYEQYF. The epitope is LLSAGIFGA. (2) The epitope is KLNVGDYFV. The TCR CDR3 sequence is CSARTGAIQYF. Result: 1 (the TCR binds to the epitope). (3) The epitope is HTTDPSFLGRY. The TCR CDR3 sequence is CASSSPRTSGAEQYF. Result: 1 (the TCR binds to the epitope). (4) The epitope is RPHERNGFTVL. The TCR CDR3 sequence is CASSPRYAGELFF. Result: 0 (the TCR does not bind to the epitope). (5) The epitope is FTISVTTEIL. The TCR CDR3 sequence is CASSPYWGQVNEQYF. Result: 0 (the TCR does not bind to the epitope).